Predict the reactants needed to synthesize the given product. From a dataset of Full USPTO retrosynthesis dataset with 1.9M reactions from patents (1976-2016). (1) Given the product [N+:1]([C:4]1[CH:5]=[C:6]2[C:7](=[CH:8][CH:9]=1)[N:10]=[C:11]([CH2:18][CH2:19][CH3:20])[CH:12]=[C:13]2[OH:15])([O-:3])=[O:2], predict the reactants needed to synthesize it. The reactants are: [N+:1]([C:4]1[CH:9]=[CH:8][C:7]([NH:10]/[C:11](/[CH2:18][CH2:19][CH3:20])=[CH:12]/[C:13]([O:15]CC)=O)=[CH:6][CH:5]=1)([O-:3])=[O:2].C1(OC2C=CC=CC=2)C=CC=CC=1. (2) Given the product [F:31][C:2]1([F:1])[CH2:7][CH2:6][N:5]([C:8]([C:10]2[CH:18]=[CH:17][C:16]3[N:15]([CH3:19])[C:14]4[CH2:20][CH2:21][NH:22][CH2:23][C:13]=4[C:12]=3[CH:11]=2)=[O:9])[CH2:4][CH2:3]1.[ClH:32], predict the reactants needed to synthesize it. The reactants are: [F:1][C:2]1([F:31])[CH2:7][CH2:6][N:5]([C:8]([C:10]2[CH:18]=[CH:17][C:16]3[N:15]([CH3:19])[C:14]4[CH2:20][CH2:21][N:22](C(OC(C)(C)C)=O)[CH2:23][C:13]=4[C:12]=3[CH:11]=2)=[O:9])[CH2:4][CH2:3]1.[ClH:32]. (3) Given the product [F:32][C:31]([F:33])([F:34])[C:22]1[CH:23]=[C:24]([C:27]([F:30])([F:28])[F:29])[CH:25]=[CH:26][C:21]=1[CH2:20][O:12][C:11]1[CH:10]=[CH:9][C:6]([CH:7]=[O:8])=[CH:5][C:4]=1[O:3][CH2:1][CH3:2], predict the reactants needed to synthesize it. The reactants are: [CH2:1]([O:3][C:4]1[CH:5]=[C:6]([CH:9]=[CH:10][C:11]=1[OH:12])[CH:7]=[O:8])[CH3:2].C(=O)([O-])[O-].[K+].[K+].Br[CH2:20][C:21]1[CH:26]=[CH:25][C:24]([C:27]([F:30])([F:29])[F:28])=[CH:23][C:22]=1[C:31]([F:34])([F:33])[F:32].O.